From a dataset of Reaction yield outcomes from USPTO patents with 853,638 reactions. Predict the reaction yield, written as a fraction of the theoretical maximum amount of product (1.0 means a 100% yield; for example, 0.34 means a 34% yield). (1) The product is [Cl:35][C:2]1[N:7]=[C:6]([C:8]2[C:16]3[C:11](=[N:12][CH:13]=[C:14]([C:17]([F:20])([F:19])[F:18])[CH:15]=3)[N:10]([S:21]([C:24]3[CH:30]=[CH:29][C:27]([CH3:28])=[CH:26][CH:25]=3)(=[O:23])=[O:22])[CH:9]=2)[C:5]([C:31]#[N:32])=[CH:4][N:3]=1. The reactants are O[C:2]1[N:7]=[C:6]([C:8]2[C:16]3[C:11](=[N:12][CH:13]=[C:14]([C:17]([F:20])([F:19])[F:18])[CH:15]=3)[N:10]([S:21]([C:24]3[CH:30]=[CH:29][C:27]([CH3:28])=[CH:26][CH:25]=3)(=[O:23])=[O:22])[CH:9]=2)[C:5]([C:31]#[N:32])=[CH:4][N:3]=1.P(Cl)(Cl)([Cl:35])=O. The yield is 0.780. No catalyst specified. (2) The reactants are [C:1]1([C:7]2[O:8][C:9]3[C:15]([C:16]([OH:18])=O)=[CH:14][CH:13]=[CH:12][C:10]=3[N:11]=2)[CH:6]=[CH:5][CH:4]=[CH:3][CH:2]=1.Cl.Cl.[NH2:21][CH:22]1[CH:27]2[CH2:28][CH2:29][N:24]([CH2:25][CH2:26]2)[CH2:23]1. No catalyst specified. The product is [N:24]12[CH2:29][CH2:28][CH:27]([CH2:26][CH2:25]1)[CH:22]([NH:21][C:16]([C:15]1[C:9]3[O:8][C:7]([C:1]4[CH:2]=[CH:3][CH:4]=[CH:5][CH:6]=4)=[N:11][C:10]=3[CH:12]=[CH:13][CH:14]=1)=[O:18])[CH2:23]2. The yield is 0.570. (3) The reactants are [CH3:1][CH:2]([CH3:43])[CH2:3][CH2:4][N:5]([CH2:38][CH2:39][CH:40]([CH3:42])[CH3:41])[C:6]([C:8]1[CH:9]=[CH:10][C:11]2[N:15]=[C:14]([NH:16][C:17]3[CH:22]=[CH:21][C:20]([N+:23]([O-])=O)=[CH:19][CH:18]=3)[N:13]([CH2:26][CH2:27][CH2:28][NH:29][C:30](=[O:36])[O:31][C:32]([CH3:35])([CH3:34])[CH3:33])[C:12]=2[CH:37]=1)=[O:7]. The catalyst is C(OCC)(=O)C.CO.[Pd]. The product is [NH2:23][C:20]1[CH:19]=[CH:18][C:17]([NH:16][C:14]2[N:13]([CH2:26][CH2:27][CH2:28][NH:29][C:30](=[O:36])[O:31][C:32]([CH3:33])([CH3:34])[CH3:35])[C:12]3[CH:37]=[C:8]([C:6]([N:5]([CH2:4][CH2:3][CH:2]([CH3:43])[CH3:1])[CH2:38][CH2:39][CH:40]([CH3:41])[CH3:42])=[O:7])[CH:9]=[CH:10][C:11]=3[N:15]=2)=[CH:22][CH:21]=1. The yield is 0.870. (4) The yield is 0.720. The reactants are [CH2:1]([Mg]Br)[CH:2]=[CH2:3].[CH3:6][C:7]1([CH3:16])[CH2:12][C:11]([CH3:14])([CH3:13])[CH2:10][C:9](=[O:15])[CH2:8]1.[NH4+].[Cl-]. The catalyst is CCOCC. The product is [CH2:3]([C:9]1([OH:15])[CH2:10][C:11]([CH3:14])([CH3:13])[CH2:12][C:7]([CH3:16])([CH3:6])[CH2:8]1)[CH:2]=[CH2:1]. (5) The reactants are CS(O[CH2:6][C:7]1([CH2:22][CH3:23])[CH2:12][O:11][CH:10]([C:13]2[N:17]([CH3:18])[N:16]=[CH:15][C:14]=2[N+:19]([O-:21])=[O:20])[O:9][CH2:8]1)(=O)=O.[C:24]([NH2:35])(=[O:34])[C:25]1[C:26](=[CH:30][CH:31]=[CH:32][CH:33]=1)[C:27](N)=[O:28].[K]. The catalyst is CS(C)=O.CCOC(C)=O.O. The product is [CH2:22]([C:7]1([CH2:6][N:35]2[C:24](=[O:34])[C:25]3[C:26](=[CH:30][CH:31]=[CH:32][CH:33]=3)[C:27]2=[O:28])[CH2:12][O:11][CH:10]([C:13]2[N:17]([CH3:18])[N:16]=[CH:15][C:14]=2[N+:19]([O-:21])=[O:20])[O:9][CH2:8]1)[CH3:23]. The yield is 0.350. (6) The reactants are Cl.[F:2][C@@H:3]1[CH2:7][CH2:6][NH:5][CH2:4]1.O=[C:9]1[CH2:14][CH2:13][CH:12]([NH:15]C(=O)OC(C)(C)C)[CH2:11][CH2:10]1. No catalyst specified. The product is [F:2][C@@H:3]1[CH2:7][CH2:6][N:5]([CH:9]2[CH2:14][CH2:13][CH:12]([NH2:15])[CH2:11][CH2:10]2)[CH2:4]1. The yield is 0.510. (7) The reactants are COC(=O)[NH:4][C:5]1[CH:10]=[C:9]([CH3:11])[C:8]([Br:12])=[CH:7][C:6]=1[C:13]#[C:14][Si](C)(C)C.[O-]CC.[Na+].Cl. The catalyst is C(O)C.[Cl-].[Na+].O. The product is [Br:12][C:8]1[CH:7]=[C:6]2[C:5](=[CH:10][C:9]=1[CH3:11])[NH:4][CH:14]=[CH:13]2. The yield is 0.660.